This data is from Reaction yield outcomes from USPTO patents with 853,638 reactions. The task is: Predict the reaction yield, written as a fraction of the theoretical maximum amount of product (1.0 means a 100% yield; for example, 0.34 means a 34% yield). The reactants are [BH4-].[Na+].[F:3][C:4]([F:16])([F:15])[C:5]1[C:10]([C:11](OC)=[O:12])=[CH:9][CH:8]=[CH:7][N:6]=1. The catalyst is C1COCC1. The product is [F:16][C:4]([F:3])([F:15])[C:5]1[C:10]([CH2:11][OH:12])=[CH:9][CH:8]=[CH:7][N:6]=1. The yield is 0.900.